From a dataset of Reaction yield outcomes from USPTO patents with 853,638 reactions. Predict the reaction yield, written as a fraction of the theoretical maximum amount of product (1.0 means a 100% yield; for example, 0.34 means a 34% yield). (1) The reactants are [C:1]1([CH:7]2[NH:11][C:10](=[O:12])[CH2:9][CH2:8]2)[CH:6]=[CH:5][CH:4]=[CH:3][CH:2]=1.I[C:14]1[CH:27]=[CH:26][C:17]([O:18][C:19]2[CH:24]=[CH:23][C:22]([Cl:25])=[CH:21][CH:20]=2)=[CH:16][CH:15]=1.[F-].[Cs+]. The catalyst is [Cu](I)I.CNCCNC.C(OCC)(=O)C. The product is [Cl:25][C:22]1[CH:23]=[CH:24][C:19]([O:18][C:17]2[CH:26]=[CH:27][C:14]([N:11]3[CH:7]([C:1]4[CH:2]=[CH:3][CH:4]=[CH:5][CH:6]=4)[CH2:8][CH2:9][C:10]3=[O:12])=[CH:15][CH:16]=2)=[CH:20][CH:21]=1. The yield is 1.00. (2) The yield is 0.400. The reactants are Br[C:2]1[CH:3]=[C:4]2[C:9](=[CH:10][C:11]=1[O:12][CH3:13])[O:8][C:7]([C:14]([F:17])([F:16])[F:15])=[C:6]([C:18]1[CH:27]=[CH:26][C:21]([C:22]([O:24][CH3:25])=[O:23])=[CH:20][CH:19]=1)[C:5]2=[O:28].[C:29]([Cu])#[N:30]. The product is [C:29]([C:2]1[CH:3]=[C:4]2[C:9](=[CH:10][C:11]=1[O:12][CH3:13])[O:8][C:7]([C:14]([F:17])([F:16])[F:15])=[C:6]([C:18]1[CH:27]=[CH:26][C:21]([C:22]([O:24][CH3:25])=[O:23])=[CH:20][CH:19]=1)[C:5]2=[O:28])#[N:30]. The catalyst is CN1C(=O)CCC1. (3) The reactants are [N:1]1[CH:6]=[CH:5][CH:4]=[C:3]([C:7]([NH:9][C:10]2[C:15]3[S:16][C:17]([C:19]([OH:21])=O)=[CH:18][C:14]=3[CH:13]=[CH:12][CH:11]=2)=[O:8])[CH:2]=1.[NH2:22][C:23]1[C:24]([O:38][CH3:39])=[C:25]([NH:33][S:34]([CH3:37])(=[O:36])=[O:35])[CH:26]=[C:27]([C:29]([CH3:32])([CH3:31])[CH3:30])[CH:28]=1.CN(C(ON1N=NC2C=CC=NC1=2)=[N+](C)C)C.F[P-](F)(F)(F)(F)F.C1C=CC2N(O)N=NC=2C=1.C(NC(C)C)(C)C. The catalyst is CN(C=O)C.CCOC(C)=O. The product is [C:29]([C:27]1[CH:26]=[C:25]([NH:33][S:34]([CH3:37])(=[O:36])=[O:35])[C:24]([O:38][CH3:39])=[C:23]([NH:22][C:19]([C:17]2[S:16][C:15]3[C:10]([NH:9][C:7](=[O:8])[C:3]4[CH:4]=[CH:5][CH:6]=[N:1][CH:2]=4)=[CH:11][CH:12]=[CH:13][C:14]=3[CH:18]=2)=[O:21])[CH:28]=1)([CH3:32])([CH3:30])[CH3:31]. The yield is 0.570. (4) The reactants are Cl[C:2]1[C:11]([CH2:12][C:13]([O:15][CH2:16][CH3:17])=[O:14])=[CH:10][C:9]2[C:4](=[CH:5][C:6]([O:18][CH2:19][C:20]3[CH:25]=[CH:24][CH:23]=[C:22]([Cl:26])[CH:21]=3)=[CH:7][CH:8]=2)[N:3]=1.ClCCl.CN(C)CCN(C)C.[BH4-].[Na+]. The catalyst is C1COCC1.C1C=CC(P(C2C=CC=CC=2)[C-]2C=CC=C2)=CC=1.C1C=CC(P(C2C=CC=CC=2)[C-]2C=CC=C2)=CC=1.Cl[Pd]Cl.[Fe+2].C1(P(C2C=CC=CC=2)[C-]2C=CC=C2)C=CC=CC=1.[C-]1(P(C2C=CC=CC=2)C2C=CC=CC=2)C=CC=C1.[Fe+2].Cl[Pd]Cl.ClCCl. The product is [Cl:26][C:22]1[CH:21]=[C:20]([CH:25]=[CH:24][CH:23]=1)[CH2:19][O:18][C:6]1[CH:5]=[C:4]2[C:9]([CH:10]=[C:11]([CH2:12][C:13]([O:15][CH2:16][CH3:17])=[O:14])[CH:2]=[N:3]2)=[CH:8][CH:7]=1. The yield is 0.550. (5) The reactants are [F:1][C:2]([F:19])([F:18])[O:3][C:4]1[CH:17]=[CH:16][C:7]([O:8][C:9]2[CH:15]=[CH:14][C:12](N)=[CH:11][CH:10]=2)=[CH:6][CH:5]=1.OS(O)(=O)=O.N([O-])=O.[Na+].[I-:29].[Na+]. The catalyst is COCCOC.O.CCOC(C)=O. The product is [I:29][C:12]1[CH:14]=[CH:15][C:9]([O:8][C:7]2[CH:16]=[CH:17][C:4]([O:3][C:2]([F:19])([F:18])[F:1])=[CH:5][CH:6]=2)=[CH:10][CH:11]=1. The yield is 0.670. (6) The reactants are F[C:2]1[N:7]=[C:6]([C:8]2[NH:17][C:16](=[O:18])[C:15]3[C:10](=[CH:11][C:12]([O:21][CH3:22])=[CH:13][C:14]=3[O:19][CH3:20])[N:9]=2)[CH:5]=[CH:4][CH:3]=1.Cl.[CH3:24][S:25]([CH2:28][CH2:29][N:30]1[CH2:35][CH2:34][NH:33][CH2:32][CH2:31]1)(=[O:27])=[O:26].CN(C)C(N(C)C)=N. The catalyst is CS(C)=O.C(OCC)(=O)C. The product is [CH3:20][O:19][C:14]1[CH:13]=[C:12]([O:21][CH3:22])[CH:11]=[C:10]2[C:15]=1[C:16](=[O:18])[NH:17][C:8]([C:6]1[CH:5]=[CH:4][CH:3]=[C:2]([N:33]3[CH2:32][CH2:31][N:30]([CH2:29][CH2:28][S:25]([CH3:24])(=[O:26])=[O:27])[CH2:35][CH2:34]3)[N:7]=1)=[N:9]2. The yield is 0.380.